Dataset: Full USPTO retrosynthesis dataset with 1.9M reactions from patents (1976-2016). Task: Predict the reactants needed to synthesize the given product. Given the product [Cl:21][C:18]1[CH:19]=[CH:20][C:15]([S:12]([NH:11][C:4]2[C:5]([C:8]([N:29]3[CH2:30][CH2:31][O:26][C:27]4[CH:35]=[CH:34][CH:33]=[N:32][C:28]3=4)=[O:9])=[N:6][CH:7]=[C:2]([Cl:1])[CH:3]=2)(=[O:13])=[O:14])=[CH:16][C:17]=1[C:22]([F:24])([F:23])[F:25], predict the reactants needed to synthesize it. The reactants are: [Cl:1][C:2]1[CH:3]=[C:4]([NH:11][S:12]([C:15]2[CH:20]=[CH:19][C:18]([Cl:21])=[C:17]([C:22]([F:25])([F:24])[F:23])[CH:16]=2)(=[O:14])=[O:13])[C:5]([C:8](O)=[O:9])=[N:6][CH:7]=1.[O:26]1[CH2:31][CH2:30][NH:29][C:28]2[N:32]=[CH:33][CH:34]=[CH:35][C:27]1=2.C(P1(=O)OP(CCC)(=O)OP(CCC)(=O)O1)CC.